This data is from Catalyst prediction with 721,799 reactions and 888 catalyst types from USPTO. The task is: Predict which catalyst facilitates the given reaction. (1) Reactant: [C:1]([OH:4])(=O)[CH3:2].C1N=CN(C(N2C=NC=C2)=O)C=1.[NH2:17][C:18]1[CH:19]=[C:20]([CH:25]=[CH:26][C:27]=1[CH3:28])[C:21](=[NH:24])[NH:22]O.O. Product: [CH3:28][C:27]1[CH:26]=[CH:25][C:20]([C:21]2[N:22]=[C:1]([CH3:2])[O:4][N:24]=2)=[CH:19][C:18]=1[NH2:17]. The catalyst class is: 37. (2) Reactant: [C:1]1(B(O)O)[CH:6]=[CH:5][CH:4]=[CH:3][CH:2]=1.C(=O)([O-])[O-].[K+].[K+].Br[C:17]1[CH:26]=[CH:25][C:24]2[NH:23][C:22](=[O:27])[C:21]3[NH:28][CH:29]=[CH:30][C:20]=3[C:19]=2[CH:18]=1.[CH2:31]([C:33]([O-:35])=[O:34])[CH3:32].O. Product: [O:27]=[C:22]1[C:21]2[NH:28][CH:29]=[CH:30][C:20]=2[C:19]2[CH:18]=[C:17]([C:1]3[CH:6]=[CH:5][CH:4]=[CH:3][CH:2]=3)[CH:26]=[CH:25][C:24]=2[NH:23]1.[CH2:31]([C:33]([O-:35])=[O:34])[CH3:32]. The catalyst class is: 184. (3) Reactant: Br[C:2]1[C:10]2[C:9]([Cl:11])=[N:8][CH:7]=[N:6][C:5]=2[N:4]([CH2:12][O:13][CH2:14][CH2:15][Si:16]([CH3:19])([CH3:18])[CH3:17])[CH:3]=1.[CH3:20][O:21][C:22]1[CH:23]=[C:24]([SH:28])[CH:25]=[CH:26][CH:27]=1.C(=O)([O-])[O-].[K+].[K+]. Product: [Cl:11][C:9]1[C:10]2[C:2]([S:28][C:24]3[CH:25]=[CH:26][CH:27]=[C:22]([O:21][CH3:20])[CH:23]=3)=[CH:3][N:4]([CH2:12][O:13][CH2:14][CH2:15][Si:16]([CH3:19])([CH3:18])[CH3:17])[C:5]=2[N:6]=[CH:7][N:8]=1. The catalyst class is: 590. (4) Reactant: C(S)CCCCCCCCCCC.[Al+3].[Cl-].[Cl-].[Cl-].[F:18][C:19]1[CH:20]=[CH:21][C:22]([C:25]2[CH:30]=[CH:29][C:28]([O:31]C)=[C:27]([F:33])[CH:26]=2)=[N:23][CH:24]=1. Product: [F:33][C:27]1[CH:26]=[C:25]([C:22]2[CH:21]=[CH:20][C:19]([F:18])=[CH:24][N:23]=2)[CH:30]=[CH:29][C:28]=1[OH:31]. The catalyst class is: 11. (5) Reactant: [NH2:1][C:2]1[O:6][C:5]([C:7]([O:9][CH3:10])=[O:8])=[CH:4][CH:3]=1.N1C=CC=CC=1.[CH:17]1([C:20](Cl)=[O:21])[CH2:19][CH2:18]1.C(=O)([O-])O.[Na+]. Product: [CH:17]1([C:20]([NH:1][C:2]2[O:6][C:5]([C:7]([O:9][CH3:10])=[O:8])=[CH:4][CH:3]=2)=[O:21])[CH2:19][CH2:18]1. The catalyst class is: 2. (6) Reactant: [CH2:1]([NH:8][CH2:9][CH2:10][C:11]1[CH:26]=[CH:25][C:14]([O:15][C:16]2[CH:24]=[CH:23][C:19]([C:20]([NH2:22])=[O:21])=[CH:18][N:17]=2)=[CH:13][CH:12]=1)[C:2]1[CH:7]=[CH:6][CH:5]=[CH:4][CH:3]=1.[CH3:27]C(O)=O.C=O.[BH-](OC(C)=O)(OC(C)=O)OC(C)=O.[Na+]. Product: [CH2:1]([N:8]([CH3:27])[CH2:9][CH2:10][C:11]1[CH:26]=[CH:25][C:14]([O:15][C:16]2[CH:24]=[CH:23][C:19]([C:20]([NH2:22])=[O:21])=[CH:18][N:17]=2)=[CH:13][CH:12]=1)[C:2]1[CH:3]=[CH:4][CH:5]=[CH:6][CH:7]=1. The catalyst class is: 279. (7) Product: [CH:38]1([NH:43][CH2:2][CH2:3][CH2:4][S:5]([N:8]2[CH2:13][CH2:12][CH:11]([C:14]3[C:22]4[C:17](=[C:18]([C:29]([NH2:31])=[O:30])[CH:19]=[C:20]([C:23]5[CH:28]=[CH:27][CH:26]=[CH:25][CH:24]=5)[CH:21]=4)[NH:16][N:15]=3)[CH2:10][CH2:9]2)(=[O:7])=[O:6])[CH2:42][CH2:41][CH2:40][CH2:39]1. The catalyst class is: 3. Reactant: Cl[CH2:2][CH2:3][CH2:4][S:5]([N:8]1[CH2:13][CH2:12][CH:11]([C:14]2[C:22]3[C:17](=[C:18]([C:29]([NH2:31])=[O:30])[CH:19]=[C:20]([C:23]4[CH:28]=[CH:27][CH:26]=[CH:25][CH:24]=4)[CH:21]=3)[NH:16][N:15]=2)[CH2:10][CH2:9]1)(=[O:7])=[O:6].C([O-])([O-])=O.[K+].[K+].[CH:38]1([NH2:43])[CH2:42][CH2:41][CH2:40][CH2:39]1.[I-].[Na+]. (8) Reactant: C([N:8]1[CH2:12][CH2:11][C@@H:10]([C@@H:13]([NH:15][CH2:16][CH2:17][F:18])[CH3:14])[CH2:9]1)C1C=CC=CC=1. Product: [F:18][CH2:17][CH2:16][NH:15][C@H:13]([C@@H:10]1[CH2:11][CH2:12][NH:8][CH2:9]1)[CH3:14]. The catalyst class is: 421. (9) Reactant: [N:1]1([C:13]2[CH:18]=[CH:17][C:16]([NH:19][C:20]3[C:25]([NH2:26])=[CH:24][CH:23]=[CH:22][N:21]=3)=[CH:15][CH:14]=2)[C:5]2=[N:6][C:7]3[CH:12]=[CH:11][CH:10]=[CH:9][C:8]=3[N:4]2[CH2:3][CH2:2]1.[C:27](N1C=CN=C1)(N1C=CN=C1)=[O:28]. Product: [N:1]1([C:13]2[CH:14]=[CH:15][C:16]([N:19]3[C:20]4=[N:21][CH:22]=[CH:23][CH:24]=[C:25]4[NH:26][C:27]3=[O:28])=[CH:17][CH:18]=2)[C:5]2=[N:6][C:7]3[CH:12]=[CH:11][CH:10]=[CH:9][C:8]=3[N:4]2[CH2:3][CH2:2]1. The catalyst class is: 1. (10) Reactant: [F:1][C:2]1[CH:8]=[CH:7][C:5]([NH2:6])=[CH:4][CH:3]=1.C[Al](C)C.[O:13]1[C:23]23[C@@H:18]([CH2:19][CH2:20][CH2:21][CH2:22]2)[O:17][CH2:16][CH2:15][C@H:14]13.[OH-].[Na+]. Product: [F:1][C:2]1[CH:8]=[CH:7][C:5]([NH:6][C@H:14]2[C@:23]3([OH:13])[C@H:18]([CH2:19][CH2:20][CH2:21][CH2:22]3)[O:17][CH2:16][CH2:15]2)=[CH:4][CH:3]=1. The catalyst class is: 34.